Task: Binary Classification. Given a T-cell receptor sequence (or CDR3 region) and an epitope sequence, predict whether binding occurs between them.. Dataset: TCR-epitope binding with 47,182 pairs between 192 epitopes and 23,139 TCRs (1) The epitope is NLSALGIFST. The TCR CDR3 sequence is CASSLGLENEQFF. Result: 0 (the TCR does not bind to the epitope). (2) The epitope is IVTDFSVIK. The TCR CDR3 sequence is CASSFRDRGSSGGIKGEKLFF. Result: 1 (the TCR binds to the epitope). (3) The epitope is RLFRKSNLK. The TCR CDR3 sequence is CASSLGGAEAFF. Result: 0 (the TCR does not bind to the epitope). (4) The epitope is ILHCANFNV. The TCR CDR3 sequence is CASSQENRVSSYEQYF. Result: 0 (the TCR does not bind to the epitope).